This data is from Full USPTO retrosynthesis dataset with 1.9M reactions from patents (1976-2016). The task is: Predict the reactants needed to synthesize the given product. (1) Given the product [O:13]1[C:12]2[CH:17]=[CH:18][C:9]([CH2:8][NH:7][CH:19]3[CH2:24][CH2:23][N:22]([CH2:25][CH2:26][N:27]4[C:36]5[C:31](=[CH:32][CH:33]=[C:34]([O:37][CH3:38])[CH:35]=5)[CH:30]=[CH:29][C:28]4=[O:40])[CH2:21][CH2:20]3)=[CH:10][C:11]=2[O:16][CH2:15][CH2:14]1, predict the reactants needed to synthesize it. The reactants are: C(OC(=O)[N:7]([CH:19]1[CH2:24][CH2:23][N:22]([CH2:25][CH2:26][N:27]2[C:36]3[C:31](=[C:32](Br)[CH:33]=[C:34]([O:37][CH3:38])[CH:35]=3)[CH:30]=[CH:29][C:28]2=[O:40])[CH2:21][CH2:20]1)[CH2:8][C:9]1[CH:18]=[CH:17][C:12]2[O:13][CH2:14][CH2:15][O:16][C:11]=2[CH:10]=1)(C)(C)C.FC(F)(F)C(O)=O. (2) Given the product [C:9]([N:8]([C:5]1[CH:4]=[CH:3][C:2]([Cl:1])=[CH:7][CH:6]=1)[C@H:12]1[C:21]2[C:16](=[CH:17][CH:18]=[CH:19][CH:20]=2)[N:15]([C:22]([C:23]2[CH:24]=[CH:25][C:26]([O:29][CH2:35][CH2:36][CH2:37][S:38]([OH:41])(=[O:40])=[O:39])=[CH:27][CH:28]=2)=[O:30])[C@@H:14]([CH3:31])[CH2:13]1)(=[O:11])[CH3:10], predict the reactants needed to synthesize it. The reactants are: [Cl:1][C:2]1[CH:7]=[CH:6][C:5]([N:8]([C@H:12]2[C:21]3[C:16](=[CH:17][CH:18]=[CH:19][CH:20]=3)[N:15]([C:22](=[O:30])[C:23]3[CH:28]=[CH:27][C:26]([OH:29])=[CH:25][CH:24]=3)[C@@H:14]([CH3:31])[CH2:13]2)[C:9](=[O:11])[CH3:10])=[CH:4][CH:3]=1.[H-].[Na+].Cl[CH2:35][CH2:36][CH2:37][S:38]([OH:41])(=[O:40])=[O:39]. (3) The reactants are: [C:1]([CH2:3][C:4](OCC)=[O:5])#[N:2].[NH:9]1[CH2:14][CH2:13][O:12][CH2:11][CH2:10]1. Given the product [N:9]1([C:4](=[O:5])[CH2:3][C:1]#[N:2])[CH2:14][CH2:13][O:12][CH2:11][CH2:10]1, predict the reactants needed to synthesize it. (4) Given the product [CH2:1]([N:8]1[CH2:9][CH2:10][CH:11]([N:14]2[C:18]3[N:19]=[C:20]([C:29]4[CH:34]=[C:33]([OH:35])[CH:32]=[N:31][CH:30]=4)[N:21]=[C:22]([N:23]4[CH2:24][CH2:25][O:26][CH2:27][CH2:28]4)[C:17]=3[N:16]=[N:15]2)[CH2:12][CH2:13]1)[C:2]1[CH:7]=[CH:6][CH:5]=[CH:4][CH:3]=1, predict the reactants needed to synthesize it. The reactants are: [CH2:1]([N:8]1[CH2:13][CH2:12][CH:11]([N:14]2[C:18]3[N:19]=[C:20]([C:29]4[CH:30]=[N:31][CH:32]=[C:33]([O:35]COC)[CH:34]=4)[N:21]=[C:22]([N:23]4[CH2:28][CH2:27][O:26][CH2:25][CH2:24]4)[C:17]=3[N:16]=[N:15]2)[CH2:10][CH2:9]1)[C:2]1[CH:7]=[CH:6][CH:5]=[CH:4][CH:3]=1.CO. (5) Given the product [NH2:29][C:26]1[N:27]=[CH:28][C:23]([C:12]2[N:11]=[C:10]3[C:15]([N:16]=[C:8]([N:4]4[CH2:5][CH2:6][N:7]([CH:35]=[O:44])[C@@H:2]([CH3:1])[CH2:3]4)[N:9]3[CH2:30][C:31]([F:34])([F:32])[F:33])=[C:14]([N:17]3[CH2:18][CH2:19][O:20][CH2:21][CH2:22]3)[N:13]=2)=[CH:24][N:25]=1, predict the reactants needed to synthesize it. The reactants are: [CH3:1][C@@H:2]1[NH:7][CH2:6][CH2:5][N:4]([C:8]2[N:9]([CH2:30][C:31]([F:34])([F:33])[F:32])[C:10]3[C:15]([N:16]=2)=[C:14]([N:17]2[CH2:22][CH2:21][O:20][CH2:19][CH2:18]2)[N:13]=[C:12]([C:23]2[CH:24]=[N:25][C:26]([NH2:29])=[N:27][CH:28]=2)[N:11]=3)[CH2:3]1.[CH3:35]N(CCS(O)(=O)=O)C.[OH-:44].[Na+]. (6) Given the product [C:44]1([CH2:50][CH2:51][CH2:52][C:53]2[N:54]=[C:55]([C:13]([NH:15][C@@H:16]([C:18]([NH:20][C@H:21]3[CH2:25][C:24](=[O:26])[O:23][C@@H:22]3[O:27][CH2:28][C:29]3[CH:30]=[CH:31][CH:32]=[CH:33][CH:34]=3)=[O:19])[CH3:17])=[O:14])[NH:56][CH:57]=2)[CH:45]=[CH:46][CH:47]=[CH:48][CH:49]=1, predict the reactants needed to synthesize it. The reactants are: FC(F)(F)C(O)=O.C(O[C:13]([NH:15][C@@H:16]([C:18]([NH:20][C@H:21]1[CH2:25][C:24](=[O:26])[O:23][C@@H:22]1[O:27][CH2:28][C:29]1[CH:34]=[CH:33][CH:32]=[CH:31][CH:30]=1)=[O:19])[CH3:17])=[O:14])(C)(C)C.C(N(C(C)C)CC)(C)C.[C:44]1([CH2:50][CH2:51][CH2:52][C:53]2[N:54]=[C:55](C(O)=O)[NH:56][CH:57]=2)[CH:49]=[CH:48][CH:47]=[CH:46][CH:45]=1.Cl.CN(C)CCCN=C=NCC.OC1C2N=NNC=2C=CC=1. (7) Given the product [N:37]12[CH2:44][CH:41]([CH2:42][CH2:43]1)[N:40]([C:12]([C:10]1[S:11][C:7]([C:2]3[CH:21]=[N:17][CH:5]=[CH:4][CH:3]=3)=[CH:8][CH:9]=1)=[O:14])[CH2:39][CH2:38]2, predict the reactants needed to synthesize it. The reactants are: N1C=[CH:5][CH:4]=[CH:3][C:2]=1[C:7]1[S:11][C:10]([C:12]([OH:14])=O)=[CH:9][CH:8]=1.O.O[N:17]1[C:21]2C=CC=CC=2N=N1.C(N(C(C)C)CC)(C)C.Cl.Cl.[N:37]12[CH2:44][CH:41]([CH2:42][CH2:43]1)[NH:40][CH2:39][CH2:38]2. (8) Given the product [O:1]1[C:6]2[CH:7]=[CH:8][C:9]([CH2:11][C:12]([NH2:19])=[O:14])=[CH:10][C:5]=2[O:4][CH2:3][CH2:2]1, predict the reactants needed to synthesize it. The reactants are: [O:1]1[C:6]2[CH:7]=[CH:8][C:9]([CH2:11][C:12]([OH:14])=O)=[CH:10][C:5]=2[O:4][CH2:3][CH2:2]1.O=S(Cl)Cl.[NH3:19].